The task is: Predict the reaction yield, written as a fraction of the theoretical maximum amount of product (1.0 means a 100% yield; for example, 0.34 means a 34% yield).. This data is from Reaction yield outcomes from USPTO patents with 853,638 reactions. (1) The yield is 0.720. The reactants are Br[C:2]1[CH:3]=[C:4]([N:11]2[C:15]3=[N:16][CH:17]=[CH:18][CH:19]=[C:14]3[C:13]([C:20]([O:22][CH3:23])=[O:21])=[N:12]2)[CH:5]=[C:6]([CH:8]([OH:10])[CH3:9])[CH:7]=1.[C:24]([C@:26]1([OH:33])[CH2:30][CH2:29][N:28]([CH3:31])[C:27]1=[O:32])#[CH:25]. No catalyst specified. The product is [OH:33][C@@:26]1([C:24]#[C:25][C:2]2[CH:3]=[C:4]([N:11]3[C:15]4=[N:16][CH:17]=[CH:18][CH:19]=[C:14]4[C:13]([C:20]([O:22][CH3:23])=[O:21])=[N:12]3)[CH:5]=[C:6]([CH:8]([OH:10])[CH3:9])[CH:7]=2)[CH2:30][CH2:29][N:28]([CH3:31])[C:27]1=[O:32]. (2) The reactants are C(Cl)CCl.[NH2:5][C:6]1[N:11]=[CH:10][C:9](/[CH:12]=[CH:13]/[C:14]([OH:16])=O)=[CH:8][CH:7]=1.[CH3:17][NH:18][CH2:19][C:20]1[S:27][C:23]2[S:24][CH:25]=[CH:26][C:22]=2[CH:21]=1.C1C=CC2N(O)N=NC=2C=1.O.CCN(CC)CC. The catalyst is CN(C=O)C. The yield is 0.420. The product is [NH2:5][C:6]1[N:11]=[CH:10][C:9](/[CH:12]=[CH:13]/[C:14]([N:18]([CH3:17])[CH2:19][C:20]2[S:27][C:23]3[S:24][CH:25]=[CH:26][C:22]=3[CH:21]=2)=[O:16])=[CH:8][CH:7]=1. (3) The reactants are [C:1]([NH:9][C:10]1[C:11]2[N:12]=[CH:13][N:14]([C:30]=2[N:31]=[CH:32][N:33]=1)[C@@H:15]1[O:29][C@H:19]([CH2:20][O:21][Si:22]([C:25]([CH3:28])([CH3:27])[CH3:26])([CH3:24])[CH3:23])[C@@H:17]([OH:18])[CH2:16]1)(=[O:8])[C:2]1[CH:7]=[CH:6][CH:5]=[CH:4][CH:3]=1.[CH3:34][S:35]([CH3:37])=O.C(OC(=O)C)(=O)C.C([O-])(O)=O.[Na+]. The catalyst is C(O)(=O)C. The product is [C:1]([NH:9][C:10]1[C:11]2[N:12]=[CH:13][N:14]([C:30]=2[N:31]=[CH:32][N:33]=1)[C@@H:15]1[O:29][C@H:19]([CH2:20][O:21][Si:22]([C:25]([CH3:26])([CH3:27])[CH3:28])([CH3:24])[CH3:23])[C@@H:17]([O:18][CH2:34][S:35][CH3:37])[CH2:16]1)(=[O:8])[C:2]1[CH:3]=[CH:4][CH:5]=[CH:6][CH:7]=1. The yield is 0.710. (4) The reactants are [CH3:1][O:2][C:3](=[O:29])[CH:4]([N:9]1[C:15](=[O:16])[CH2:14][CH2:13][N:12]([C:17](=[O:28])/[CH:18]=[CH:19]/[C:20]2[CH:25]=[CH:24][C:23]([Cl:26])=[C:22]([Cl:27])[CH:21]=2)[CH2:11][CH2:10]1)[CH2:5][CH2:6][CH2:7]I.[NH:30]1[CH2:35][CH2:34][CH2:33][CH2:32][CH2:31]1.C(=O)([O-])[O-].[Cs+].[Cs+]. The catalyst is CC(N(C)C)=O. The product is [CH3:1][O:2][C:3](=[O:29])[CH:4]([N:9]1[C:15](=[O:16])[CH2:14][CH2:13][N:12]([C:17](=[O:28])/[CH:18]=[CH:19]/[C:20]2[CH:25]=[CH:24][C:23]([Cl:26])=[C:22]([Cl:27])[CH:21]=2)[CH2:11][CH2:10]1)[CH2:5][CH2:6][CH2:7][N:30]1[CH2:35][CH2:34][CH2:33][CH2:32][CH2:31]1. The yield is 0.840. (5) The reactants are C(=O)([O-])[O-].[K+].[K+].I[C:8]1[N:13]=[CH:12][C:11]([OH:14])=[CH:10][CH:9]=1.C(O)(C)C.[SH:19][C:20]1[CH:27]=[CH:26][C:23]([C:24]#[N:25])=[CH:22][CH:21]=1. The catalyst is C(OCC)(=O)C.[Cu]I.COCCOC. The product is [OH:14][C:11]1[CH:10]=[CH:9][C:8]([S:19][C:20]2[CH:27]=[CH:26][C:23]([C:24]#[N:25])=[CH:22][CH:21]=2)=[N:13][CH:12]=1. The yield is 0.530.